This data is from HIV replication inhibition screening data with 41,000+ compounds from the AIDS Antiviral Screen. The task is: Binary Classification. Given a drug SMILES string, predict its activity (active/inactive) in a high-throughput screening assay against a specified biological target. The compound is O=C(CCCC[PH](c1ccccc1)(c1ccccc1)c1ccccc1)c1ccccc1. The result is 0 (inactive).